Dataset: Peptide-MHC class II binding affinity with 134,281 pairs from IEDB. Task: Regression. Given a peptide amino acid sequence and an MHC pseudo amino acid sequence, predict their binding affinity value. This is MHC class II binding data. (1) The peptide sequence is YLKFLANVSTVLTGK. The MHC is DRB1_0101 with pseudo-sequence DRB1_0101. The binding affinity (normalized) is 1.00. (2) The peptide sequence is TSSTPEAVSLLCSDK. The MHC is DRB1_1001 with pseudo-sequence DRB1_1001. The binding affinity (normalized) is 0.323. (3) The peptide sequence is AANKQKQELDEISTN. The MHC is DRB1_0901 with pseudo-sequence DRB1_0901. The binding affinity (normalized) is 0. (4) The peptide sequence is GELNIVDKIDAAFKI. The MHC is DRB4_0101 with pseudo-sequence DRB4_0103. The binding affinity (normalized) is 0.582. (5) The peptide sequence is EKKYFAATQFGPLAA. The MHC is HLA-DPA10301-DPB10402 with pseudo-sequence HLA-DPA10301-DPB10402. The binding affinity (normalized) is 0.836. (6) The peptide sequence is LVIPENAKEKPQEGT. The MHC is DRB1_0401 with pseudo-sequence DRB1_0401. The binding affinity (normalized) is 0.